This data is from Reaction yield outcomes from USPTO patents with 853,638 reactions. The task is: Predict the reaction yield, written as a fraction of the theoretical maximum amount of product (1.0 means a 100% yield; for example, 0.34 means a 34% yield). (1) The reactants are [N:1]1[CH:6]=[CH:5][CH:4]=[C:3]([CH:7]=O)[CH:2]=1.[C:9]([OH:15])(=[O:14])[CH2:10]C(O)=O.C([O-])(=O)C.[NH4+:20]. The catalyst is C(O)C. The product is [CH:5]1[CH:6]=[N:1][CH:2]=[C:3]([CH:7]([NH2:20])[CH2:10][C:9]([OH:15])=[O:14])[CH:4]=1. The yield is 0.652. (2) The reactants are OC(C(F)(F)F)=O.[C:8]1([C:14]2[CH:19]=[C:18]([CH:20]3[CH2:25][CH2:24][NH:23][CH2:22][CH2:21]3)[CH:17]=[CH:16][C:15]=2[NH:26][C:27]([C:29]2[N:30]([CH2:36][O:37][CH2:38][CH2:39][Si:40]([CH3:43])([CH3:42])[CH3:41])[CH:31]=[C:32]([C:34]#[N:35])[N:33]=2)=[O:28])[CH2:13][CH2:12][CH2:11][CH2:10][CH:9]=1.C([O-])([O-])=O.[K+].[K+].[I-].[Na+].Cl.Cl[CH2:54][CH2:55][N:56]1[CH2:61][CH2:60][O:59][CH2:58][CH2:57]1. The catalyst is CCOC(C)=O.CN(C)C(=O)C. The product is [C:8]1([C:14]2[CH:19]=[C:18]([CH:20]3[CH2:25][CH2:24][N:23]([CH2:54][CH2:55][N:56]4[CH2:61][CH2:60][O:59][CH2:58][CH2:57]4)[CH2:22][CH2:21]3)[CH:17]=[CH:16][C:15]=2[NH:26][C:27]([C:29]2[N:30]([CH2:36][O:37][CH2:38][CH2:39][Si:40]([CH3:43])([CH3:42])[CH3:41])[CH:31]=[C:32]([C:34]#[N:35])[N:33]=2)=[O:28])[CH2:13][CH2:12][CH2:11][CH2:10][CH:9]=1. The yield is 0.780. (3) The reactants are [Na].[C:2]([C:4]1[C:5]([S-:15])=[N:6][S:7][C:8]=1[NH:9][C:10]([O:12][CH2:13][CH3:14])=[O:11])#[N:3].I[CH2:17][CH2:18][CH2:19][CH2:20][CH3:21]. The catalyst is O1CCCC1. The product is [CH2:13]([O:12][C:10](=[O:11])[NH:9][C:8]1[S:7][N:6]=[C:5]([S:15][CH2:17][CH2:18][CH2:19][CH2:20][CH3:21])[C:4]=1[C:2]#[N:3])[CH3:14]. The yield is 0.420. (4) The reactants are [N+:1]([CH:4]1[CH2:9][CH2:8][CH2:7][CH:6]([CH2:10][C:11]([O:13][CH3:14])=[O:12])[CH2:5]1)([O-])=O.[CH2:15](N(CC)CC)[CH3:16].[Cl:22][C:23]1[CH:28]=[CH:27][CH:26]=[C:25]([F:29])[C:24]=1[C:30]1([C:36](Cl)=[O:37])[CH:34]=[C:33](C)[O:32]N1.C(Cl)(Cl)Cl. The catalyst is C(O)(=O)C.ClCCl.O=[Pt]=O. The product is [Cl:22][C:23]1[CH:28]=[CH:27][CH:26]=[C:25]([F:29])[C:24]=1[C:30]1[C:34]([C:33]([NH:1][CH:4]2[CH2:9][CH2:8][CH2:7][CH:6]([CH2:10][C:11]([O:13][CH3:14])=[O:12])[CH2:5]2)=[O:32])=[C:15]([CH3:16])[O:37][CH:36]=1. The yield is 0.290. (5) The reactants are C(N(CC)CC)C.[CH2:8]([C:15]([OH:17])=O)[CH2:9][C:10]1[N:14]=[CH:13][NH:12][CH:11]=1.CN(C([O:25]N1N=NC2C=CC=CC1=2)=[N+](C)C)C.[B-](F)(F)(F)F.[F:40][C:41]([F:46])([F:45])[C:42]([OH:44])=[O:43].[NH2:47][CH:48]([CH2:67][C:68]1[CH:73]=[CH:72][C:71]([O:74][CH3:75])=[C:70](O)[CH:69]=1)[C:49]([N:51]1[CH2:54][C:53]([O:62][CH2:63][CH2:64][CH2:65][CH3:66])([C:55]2[CH:60]=[CH:59][CH:58]=[CH:57][C:56]=2[CH3:61])[CH2:52]1)=[O:50].C(=O)([O-])O.[Na+]. The catalyst is CN(C)C=O. The product is [F:40][C:41]([F:46])([F:45])[C:42]([OH:44])=[O:43].[CH2:63]([O:62][C:53]1([C:55]2[CH:60]=[CH:59][CH:58]=[CH:57][C:56]=2[CH3:61])[CH2:52][N:51]([C:49](=[O:50])[CH:48]([NH:47][C:15](=[O:17])[CH2:8][CH2:9][C:10]2[NH:14][CH:13]=[N:12][CH:11]=2)[CH2:67][C:68]2[CH:73]=[CH:72][C:71]([O:74][CH3:75])=[CH:70][C:69]=2[OH:25])[CH2:54]1)[CH2:64][CH2:65][CH3:66]. The yield is 0.110. (6) The reactants are [Cl:1][C:2]1[CH:7]=[CH:6][C:5]([O:8][CH3:9])=[CH:4][C:3]=1[NH:10][C:11]1[C:12]([NH:21][S:22]([C:25]2[CH:26]=[C:27]([CH:31]=[CH:32][CH:33]=2)[C:28]([OH:30])=O)(=[O:24])=[O:23])=[N:13][C:14]2[C:19]([N:20]=1)=[CH:18][CH:17]=[CH:16][CH:15]=2.F[P-](F)(F)(F)(F)F.N1(OC(N(C)C)=[N+](C)C)C2N=CC=CC=2N=N1.C(N(C(C)C)C(C)C)C.[CH3:67][N:68]([CH3:72])[CH2:69][CH2:70][NH2:71]. The catalyst is CN(C)C=O.C(OCC)(=O)C. The product is [Cl:1][C:2]1[CH:7]=[CH:6][C:5]([O:8][CH3:9])=[CH:4][C:3]=1[NH:10][C:11]1[C:12]([NH:21][S:22]([C:25]2[CH:26]=[C:27]([CH:31]=[CH:32][CH:33]=2)[C:28]([NH:71][CH2:70][CH2:69][N:68]([CH3:72])[CH3:67])=[O:30])(=[O:23])=[O:24])=[N:13][C:14]2[C:19]([N:20]=1)=[CH:18][CH:17]=[CH:16][CH:15]=2. The yield is 0.870. (7) The reactants are [F:1][CH:2]([F:13])[O:3][CH2:4][C@@H:5]1[CH2:8][CH2:7][C@H:6]1[C:9]([O:11]C)=[O:10].CO.[OH-].[Na+]. The catalyst is O. The product is [F:1][CH:2]([F:13])[O:3][CH2:4][C@@H:5]1[CH2:8][CH2:7][C@H:6]1[C:9]([OH:11])=[O:10]. The yield is 0.860.